Dataset: Forward reaction prediction with 1.9M reactions from USPTO patents (1976-2016). Task: Predict the product of the given reaction. (1) Given the reactants [N:1]1[C:9]2[C:4](=[N:5][CH:6]=[CH:7][CH:8]=2)[N:3]([C:10]2[CH:15]=[CH:14][C:13]([CH2:16][C:17]([OH:19])=O)=[CH:12][CH:11]=2)[CH:2]=1.[C:20]([C:24]1[CH:25]=[C:26]([NH2:42])[N:27]([C:29]2[CH:34]=[CH:33][CH:32]=[C:31]([CH2:35][N:36]3[CH2:41][CH2:40][O:39][CH2:38][CH2:37]3)[CH:30]=2)[N:28]=1)([CH3:23])([CH3:22])[CH3:21], predict the reaction product. The product is: [C:20]([C:24]1[CH:25]=[C:26]([NH:42][C:17](=[O:19])[CH2:16][C:13]2[CH:12]=[CH:11][C:10]([N:3]3[C:4]4=[N:5][CH:6]=[CH:7][CH:8]=[C:9]4[N:1]=[CH:2]3)=[CH:15][CH:14]=2)[N:27]([C:29]2[CH:34]=[CH:33][CH:32]=[C:31]([CH2:35][N:36]3[CH2:37][CH2:38][O:39][CH2:40][CH2:41]3)[CH:30]=2)[N:28]=1)([CH3:23])([CH3:21])[CH3:22]. (2) Given the reactants [Cl-].[Al+3].[Cl-].[Cl-].[Cl:5][CH2:6][C:7](Cl)=[O:8].[NH:10]1[C:18]2[C:13](=[CH:14][CH:15]=[CH:16][CH:17]=2)[CH2:12][C:11]1=[O:19], predict the reaction product. The product is: [Cl:5][CH2:6][C:7]([C:15]1[CH:14]=[C:13]2[C:18](=[CH:17][CH:16]=1)[NH:10][C:11](=[O:19])[CH2:12]2)=[O:8]. (3) Given the reactants [Cl:1][C:2]1[CH:7]=[CH:6][CH:5]=[CH:4][C:3]=1[C:8]1[N:27]([CH2:28][C@@H:29]2[CH2:34][CH2:33][CH2:32][N:31](C(OC(C)(C)C)=O)[CH2:30]2)[C:11]2[N:12]=[C:13]([NH:16][CH2:17][C:18]3[CH:23]=[CH:22][C:21]([O:24]C)=[C:20]([F:26])[CH:19]=3)[N:14]=[CH:15][C:10]=2[CH:9]=1, predict the reaction product. The product is: [Cl:1][C:2]1[CH:7]=[CH:6][CH:5]=[CH:4][C:3]=1[C:8]1[N:27]([CH2:28][C@@H:29]2[CH2:34][CH2:33][CH2:32][NH:31][CH2:30]2)[C:11]2[N:12]=[C:13]([NH:16][CH2:17][C:18]3[CH:23]=[CH:22][C:21]([OH:24])=[C:20]([F:26])[CH:19]=3)[N:14]=[CH:15][C:10]=2[CH:9]=1. (4) Given the reactants [F:1][C:2]([F:45])([F:44])[C:3]1[CH:4]=[C:5]([CH:41]=[CH:42][CH:43]=1)[CH2:6][NH:7][C:8](=[O:40])[C:9]1[CH:14]=[CH:13][N:12]=[C:11]([C:15]2[CH:20]=[C:19]([N:21]3[CH2:26][CH2:25][CH2:24][CH2:23][CH2:22]3)[CH:18]=[CH:17][C:16]=2[NH:27][C:28](=[O:39])[C:29]2[CH:34]=[CH:33][CH:32]=[C:31]([CH2:35][N:36]=[N+:37]=[N-:38])[CH:30]=2)[CH:10]=1.[CH2:46]([OH:50])[CH2:47][C:48]#[CH:49], predict the reaction product. The product is: [OH:50][CH2:46][CH2:47][C:48]1[N:38]=[N:37][N:36]([CH2:35][C:31]2[CH:30]=[C:29]([CH:34]=[CH:33][CH:32]=2)[C:28]([NH:27][C:16]2[CH:17]=[CH:18][C:19]([N:21]3[CH2:26][CH2:25][CH2:24][CH2:23][CH2:22]3)=[CH:20][C:15]=2[C:11]2[CH:10]=[C:9]([CH:14]=[CH:13][N:12]=2)[C:8]([NH:7][CH2:6][C:5]2[CH:41]=[CH:42][CH:43]=[C:3]([C:2]([F:1])([F:44])[F:45])[CH:4]=2)=[O:40])=[O:39])[CH:49]=1.